Dataset: Catalyst prediction with 721,799 reactions and 888 catalyst types from USPTO. Task: Predict which catalyst facilitates the given reaction. (1) Reactant: C([N:8]1[CH2:21][CH2:20][C:19]2[C:18]3[CH:17]=[C:16]([O:22][C:23]4[CH:28]=[CH:27][CH:26]=[CH:25][CH:24]=4)[CH:15]=[CH:14][C:13]=3[NH:12][C:11]=2[CH2:10][CH2:9]1)C1C=CC=CC=1.[ClH:29]. Product: [ClH:29].[O:22]([C:16]1[CH:15]=[CH:14][C:13]2[NH:12][C:11]3[CH2:10][CH2:9][NH:8][CH2:21][CH2:20][C:19]=3[C:18]=2[CH:17]=1)[C:23]1[CH:24]=[CH:25][CH:26]=[CH:27][CH:28]=1. The catalyst class is: 29. (2) Reactant: [C:1]1([N:7]2[CH2:12][CH2:11][N:10]([C:13]([O:15][CH2:16][CH2:17][N:18]3[CH2:23][CH2:22][N:21](C(OC(C)(C)C)=O)[CH2:20][CH2:19]3)=[O:14])[CH2:9][CH2:8]2)[CH:6]=[CH:5][CH:4]=[CH:3][CH:2]=1.CCOCC.C(Cl)[Cl:37]. The catalyst class is: 33. Product: [ClH:37].[ClH:37].[ClH:37].[C:1]1([N:7]2[CH2:12][CH2:11][N:10]([C:13]([O:15][CH2:16][CH2:17][N:18]3[CH2:23][CH2:22][NH:21][CH2:20][CH2:19]3)=[O:14])[CH2:9][CH2:8]2)[CH:2]=[CH:3][CH:4]=[CH:5][CH:6]=1. (3) Reactant: I[C:2]1[CH:3]=[C:4]([CH:13]=[CH:14][CH:15]=1)[O:5][C:6]([CH3:12])(C)[C:7]([O:9][CH3:10])=[O:8].[C:16]([O-])(=O)C.[K+].[B:21]1([B:21]2[O:25][C:24]([CH3:27])([CH3:26])[C:23]([CH3:29])([CH3:28])[O:22]2)[O:25][C:24]([CH3:27])([CH3:26])[C:23]([CH3:29])([CH3:28])[O:22]1.O. Product: [CH3:28][C:23]1([CH3:29])[C:24]([CH3:27])([CH3:26])[O:25][B:21]([C:2]2[CH:3]=[C:4]([CH:13]=[CH:14][CH:15]=2)[O:5][CH:6]([CH2:12][CH3:16])[C:7]([O:9][CH3:10])=[O:8])[O:22]1. The catalyst class is: 633. (4) Reactant: FC(F)(F)S(O[C:7]1[CH:12]=[C:11]([O:13][CH2:14][C:15]2[CH:20]=[CH:19][CH:18]=[CH:17][N:16]=2)[N:10]=[C:9]2[CH2:21][CH2:22][CH2:23][C:8]=12)(=O)=O.CC1(C)C(C)(C)OB([C:34]2[CH:35]=[CH:36][C:37]([C:40]#[N:41])=[N:38][CH:39]=2)O1.C(Cl)Cl.C(=O)([O-])[O-].[K+].[K+]. Product: [N:16]1[CH:17]=[CH:18][CH:19]=[CH:20][C:15]=1[CH2:14][O:13][C:11]1[N:10]=[C:9]2[CH2:21][CH2:22][CH2:23][C:8]2=[C:7]([C:34]2[CH:35]=[CH:36][C:37]([C:40]#[N:41])=[N:38][CH:39]=2)[CH:12]=1. The catalyst class is: 38. (5) Reactant: [CH3:1][O:2][C:3]1[C:4]([NH:11][C:12](=[O:28])[C:13]2[CH:18]=[CH:17][CH:16]=[C:15]([S:19]([N:22]3[CH2:27][CH2:26][CH2:25][CH2:24][CH2:23]3)(=[O:21])=[O:20])[CH:14]=2)=[N:5][CH:6]=[C:7]([CH:9]=[CH2:10])[CH:8]=1.[H][H]. Product: [CH2:9]([C:7]1[CH:8]=[C:3]([O:2][CH3:1])[C:4]([NH:11][C:12](=[O:28])[C:13]2[CH:18]=[CH:17][CH:16]=[C:15]([S:19]([N:22]3[CH2:23][CH2:24][CH2:25][CH2:26][CH2:27]3)(=[O:21])=[O:20])[CH:14]=2)=[N:5][CH:6]=1)[CH3:10]. The catalyst class is: 349. (6) Product: [OH:2][C:3]1[CH:4]=[C:5]([C:14]2[N:18]([C:19]3[CH:24]=[CH:23][C:22]([C:25]([F:27])([F:28])[F:26])=[CH:21][N+:20]=3[O-:29])[CH:17]=[N:16][CH:15]=2)[CH:6]=[C:7]([N+:11]([O-:13])=[O:12])[C:8]=1[OH:9]. The catalyst class is: 201. Reactant: C[O:2][C:3]1[CH:4]=[C:5]([C:14]2[N:18]([C:19]3[CH:24]=[CH:23][C:22]([C:25]([F:28])([F:27])[F:26])=[CH:21][N+:20]=3[O-:29])[CH:17]=[N:16][CH:15]=2)[CH:6]=[C:7]([N+:11]([O-:13])=[O:12])[C:8]=1[O:9]C.